Task: Predict which catalyst facilitates the given reaction.. Dataset: Catalyst prediction with 721,799 reactions and 888 catalyst types from USPTO Reactant: Br[C:2]1[CH:3]=[CH:4][C:5]([CH3:8])=[N:6][CH:7]=1.[O:9]1[C:13]2([CH2:18][CH2:17][C:16](=[O:19])[CH2:15][CH2:14]2)[O:12][CH2:11][CH2:10]1. Product: [CH3:8][C:5]1[N:6]=[CH:7][C:2]([C:16]2([OH:19])[CH2:17][CH2:18][C:13]3([O:12][CH2:11][CH2:10][O:9]3)[CH2:14][CH2:15]2)=[CH:3][CH:4]=1. The catalyst class is: 28.